This data is from Forward reaction prediction with 1.9M reactions from USPTO patents (1976-2016). The task is: Predict the product of the given reaction. Given the reactants C(OC([N:11]1[CH:20]([C:21](=[O:32])[NH:22][CH2:23][C:24](=O)[C:25]2[CH:30]=[CH:29][CH:28]=[CH:27][CH:26]=2)[CH2:19][C:18]2[C:13](=[CH:14][CH:15]=[CH:16][CH:17]=2)[CH2:12]1)=O)C1C=CC=CC=1.C(OC(N1C(C(=O)NCC(=O)C2C=CC=CC=2)CC2C(=CC=CC=2)C1)=O)(C)(C)C.O=P(Cl)(Cl)Cl, predict the reaction product. The product is: [C:25]1([C:24]2[O:32][C:21]([CH:20]3[CH2:19][C:18]4[C:13](=[CH:14][CH:15]=[CH:16][CH:17]=4)[CH2:12][NH:11]3)=[N:22][CH:23]=2)[CH:26]=[CH:27][CH:28]=[CH:29][CH:30]=1.